From a dataset of Forward reaction prediction with 1.9M reactions from USPTO patents (1976-2016). Predict the product of the given reaction. Given the reactants [Br:1][C:2]1[CH:21]=[CH:20][C:5]([CH2:6][N:7]2[CH2:12][CH2:11][N:10]([C:13]([O:15]C(C)(C)C)=O)[CH2:9][CH2:8]2)=[CH:4][CH:3]=1.[CH3:22][CH2:23]N(CC)CC.C(Cl)(=O)C=C, predict the reaction product. The product is: [Br:1][C:2]1[CH:3]=[CH:4][C:5]([CH2:6][N:7]2[CH2:8][CH2:9][N:10]([C:13](=[O:15])[CH:22]=[CH2:23])[CH2:11][CH2:12]2)=[CH:20][CH:21]=1.